Task: Regression. Given two drug SMILES strings and cell line genomic features, predict the synergy score measuring deviation from expected non-interaction effect.. Dataset: NCI-60 drug combinations with 297,098 pairs across 59 cell lines (1) Drug 1: C1=C(C(=O)NC(=O)N1)F. Drug 2: C1=CC=C(C=C1)NC(=O)CCCCCCC(=O)NO. Cell line: 786-0. Synergy scores: CSS=26.2, Synergy_ZIP=2.21, Synergy_Bliss=1.10, Synergy_Loewe=2.93, Synergy_HSA=3.80. (2) Drug 1: C1=C(C(=O)NC(=O)N1)F. Drug 2: C(CN)CNCCSP(=O)(O)O. Cell line: UACC62. Synergy scores: CSS=29.9, Synergy_ZIP=1.93, Synergy_Bliss=2.43, Synergy_Loewe=-5.45, Synergy_HSA=1.71. (3) Drug 1: C1=CC(=CC=C1CCCC(=O)O)N(CCCl)CCCl. Drug 2: CN(C(=O)NC(C=O)C(C(C(CO)O)O)O)N=O. Cell line: CAKI-1. Synergy scores: CSS=24.8, Synergy_ZIP=-12.4, Synergy_Bliss=-9.86, Synergy_Loewe=-20.2, Synergy_HSA=-8.86. (4) Drug 1: CC1C(C(CC(O1)OC2CC(CC3=C2C(=C4C(=C3O)C(=O)C5=C(C4=O)C(=CC=C5)OC)O)(C(=O)CO)O)N)O.Cl. Drug 2: B(C(CC(C)C)NC(=O)C(CC1=CC=CC=C1)NC(=O)C2=NC=CN=C2)(O)O. Cell line: SF-295. Synergy scores: CSS=34.4, Synergy_ZIP=-0.621, Synergy_Bliss=0.681, Synergy_Loewe=-0.810, Synergy_HSA=-0.514. (5) Cell line: UO-31. Drug 2: C1=CC=C(C=C1)NC(=O)CCCCCCC(=O)NO. Synergy scores: CSS=28.7, Synergy_ZIP=-1.29, Synergy_Bliss=-1.59, Synergy_Loewe=-0.573, Synergy_HSA=0.0692. Drug 1: C1=C(C(=O)NC(=O)N1)F. (6) Drug 1: CC12CCC(CC1=CCC3C2CCC4(C3CC=C4C5=CN=CC=C5)C)O. Drug 2: CC=C1C(=O)NC(C(=O)OC2CC(=O)NC(C(=O)NC(CSSCCC=C2)C(=O)N1)C(C)C)C(C)C. Cell line: M14. Synergy scores: CSS=17.9, Synergy_ZIP=-4.36, Synergy_Bliss=-4.08, Synergy_Loewe=-34.4, Synergy_HSA=-4.27. (7) Drug 1: C1CCN(CC1)CCOC2=CC=C(C=C2)C(=O)C3=C(SC4=C3C=CC(=C4)O)C5=CC=C(C=C5)O. Drug 2: C1=C(C(=O)NC(=O)N1)N(CCCl)CCCl. Cell line: NCI-H226. Synergy scores: CSS=13.9, Synergy_ZIP=-2.41, Synergy_Bliss=-4.50, Synergy_Loewe=-7.55, Synergy_HSA=-7.76.